Dataset: Forward reaction prediction with 1.9M reactions from USPTO patents (1976-2016). Task: Predict the product of the given reaction. (1) Given the reactants [CH3:1][CH:2]([CH3:26])[CH2:3][CH:4]([C:17]1[CH:25]=[CH:24][C:20]([C:21]([OH:23])=O)=[CH:19][CH:18]=1)[NH:5][C:6]1[CH:7]=[N:8][C:9]2[C:14]([CH:15]=1)=[CH:13][CH:12]=[C:11]([CH3:16])[CH:10]=2.Cl.[CH3:28][O:29][C:30](=[O:34])[CH2:31][CH2:32][NH2:33].CN(C(ON1N=NC2C=CC=CC1=2)=[N+](C)C)C.F[P-](F)(F)(F)(F)F, predict the reaction product. The product is: [CH3:28][O:29][C:30](=[O:34])[CH2:31][CH2:32][NH:33][C:21](=[O:23])[C:20]1[CH:19]=[CH:18][C:17]([CH:4]([NH:5][C:6]2[CH:7]=[N:8][C:9]3[C:14]([CH:15]=2)=[CH:13][CH:12]=[C:11]([CH3:16])[CH:10]=3)[CH2:3][CH:2]([CH3:26])[CH3:1])=[CH:25][CH:24]=1. (2) Given the reactants [Cl:1][C:2]1[CH:42]=[C:41]([Cl:43])[C:40]([O:44][CH3:45])=[CH:39][C:3]=1[NH:4][C:5]1[C:14]2[C:9](=[CH:10][C:11]([O:22][CH2:23][CH2:24][CH2:25][N:26]3[CH2:31][CH2:30][NH:29][CH2:28][CH:27]3C(OC(C)(C)C)=O)=[CH:12][C:13]=2[O:15][CH:16]2[CH2:21][CH2:20][O:19][CH2:18][CH2:17]2)[N:8]=[CH:7][N:6]=1.FC(F)(F)C(O)=O, predict the reaction product. The product is: [ClH:1].[ClH:1].[Cl:1][C:2]1[CH:42]=[C:41]([Cl:43])[C:40]([O:44][CH3:45])=[CH:39][C:3]=1[NH:4][C:5]1[C:14]2[C:9](=[CH:10][C:11]([O:22][CH2:23][CH2:24][CH2:25][N:26]3[CH2:27][CH2:28][NH:29][CH2:30][CH2:31]3)=[CH:12][C:13]=2[O:15][CH:16]2[CH2:17][CH2:18][O:19][CH2:20][CH2:21]2)[N:8]=[CH:7][N:6]=1. (3) Given the reactants [C:1]([C:5]1[N:9]([CH2:10][CH:11]2[CH2:16][CH2:15][CH2:14][CH2:13][CH2:12]2)[C:8]2[CH:17]=[CH:18][C:19]([C:21]([O:23]C)=[O:22])=[CH:20][C:7]=2[N:6]=1)([CH3:4])([CH3:3])[CH3:2], predict the reaction product. The product is: [C:1]([C:5]1[N:9]([CH2:10][CH:11]2[CH2:16][CH2:15][CH2:14][CH2:13][CH2:12]2)[C:8]2[CH:17]=[CH:18][C:19]([C:21]([OH:23])=[O:22])=[CH:20][C:7]=2[N:6]=1)([CH3:4])([CH3:2])[CH3:3]. (4) Given the reactants [CH2:1]([O:8][C:9]([C:11]1([N:16]([S:21]([C:24]2[CH:29]=[CH:28][C:27]([C:30]3[CH:35]=[CH:34][C:33]([F:36])=[CH:32][CH:31]=3)=[CH:26][CH:25]=2)(=[O:23])=[O:22])[CH2:17][CH2:18][CH2:19][OH:20])[CH2:15][CH2:14][CH2:13][CH2:12]1)=[O:10])[C:2]1[CH:7]=[CH:6][CH:5]=[CH:4][CH:3]=1.CC(C)=[O:39].OS(O)(=O)=O.O=[Cr](=O)=O, predict the reaction product. The product is: [CH2:1]([O:8][C:9]([C:11]1([N:16]([CH2:17][CH2:18][C:19]([OH:39])=[O:20])[S:21]([C:24]2[CH:25]=[CH:26][C:27]([C:30]3[CH:35]=[CH:34][C:33]([F:36])=[CH:32][CH:31]=3)=[CH:28][CH:29]=2)(=[O:23])=[O:22])[CH2:15][CH2:14][CH2:13][CH2:12]1)=[O:10])[C:2]1[CH:3]=[CH:4][CH:5]=[CH:6][CH:7]=1. (5) Given the reactants [Br:1][C:2]1[CH:8]=[CH:7][CH:6]=[CH:5][C:3]=1[NH2:4].S(=O)(=O)(O)O.[CH:14]([C:16]([CH3:18])=O)=[CH2:15].[OH-].[Na+], predict the reaction product. The product is: [CH3:18][C:16]1[C:5]2[C:3](=[C:2]([Br:1])[CH:8]=[CH:7][CH:6]=2)[N:4]=[CH:15][CH:14]=1. (6) Given the reactants C1C=CC(P(C2C(C3C(P(C4C=CC=CC=4)C4C=CC=CC=4)=CC=C4C=3C=CC=C4)=C3C(C=CC=C3)=CC=2)C2C=CC=CC=2)=CC=1.CC(C)([O-])C.[K+].Br[C:54]1[CH:59]=[C:58]([CH2:60][C:61]([O:63][C:64]([CH3:67])([CH3:66])[CH3:65])=[O:62])[CH:57]=[CH:56][N:55]=1.[C:68](=[NH:81])([C:75]1[CH:80]=[CH:79][CH:78]=[CH:77][CH:76]=1)[C:69]1[CH:74]=[CH:73][CH:72]=[CH:71][CH:70]=1, predict the reaction product. The product is: [C:64]([O:63][C:61](=[O:62])[CH2:60][C:58]1[CH:57]=[CH:56][N:55]=[C:54]([N:81]=[C:68]([C:69]2[CH:74]=[CH:73][CH:72]=[CH:71][CH:70]=2)[C:75]2[CH:80]=[CH:79][CH:78]=[CH:77][CH:76]=2)[CH:59]=1)([CH3:67])([CH3:66])[CH3:65].